Dataset: Reaction yield outcomes from USPTO patents with 853,638 reactions. Task: Predict the reaction yield, written as a fraction of the theoretical maximum amount of product (1.0 means a 100% yield; for example, 0.34 means a 34% yield). (1) The reactants are [C:1]([CH:5]=P(C1C=CC=CC=1)(C1C=CC=CC=1)C1C=CC=CC=1)([O:3][CH3:4])=[O:2].O=[C:26]([CH2:32][C:33]([O:35][CH3:36])=[O:34])[CH2:27][C:28]([O:30][CH3:31])=[O:29]. The catalyst is C1(C)C=CC=CC=1. The product is [CH3:31][O:30][C:28](=[O:29])[CH2:27][C:26](=[CH:5][C:1]([O:3][CH3:4])=[O:2])[CH2:32][C:33]([O:35][CH3:36])=[O:34]. The yield is 0.530. (2) The yield is 0.120. No catalyst specified. The reactants are C([O:4][CH2:5][CH:6]1[CH2:12][NH:11][CH2:10][CH2:9][CH2:8][NH:7]1)(=O)C.[CH2:13]([N:20]1[C:28]2[C:27](=[O:29])[N:26]([CH3:30])[C:25](=[O:31])[N:24]([CH3:32])[C:23]=2[N:22]=[C:21]1Cl)[C:14]1[CH:19]=[CH:18][CH:17]=[CH:16][CH:15]=1. The product is [CH2:13]([N:20]1[C:28]2[C:27](=[O:29])[N:26]([CH3:30])[C:25](=[O:31])[N:24]([CH3:32])[C:23]=2[N:22]=[C:21]1[N:11]1[CH2:10][CH2:9][CH2:8][NH:7][CH:6]([CH2:5][OH:4])[CH2:12]1)[C:14]1[CH:19]=[CH:18][CH:17]=[CH:16][CH:15]=1. (3) The reactants are [Cl:1][C:2]1[N:11]=[C:10]([N:12]2[CH2:17][CH2:16][CH2:15][C@H:14]([C:18]([NH:20][CH3:21])=[O:19])[CH2:13]2)[C:9]2[CH2:8][CH2:7][CH2:6][CH2:5][C:4]=2[N:3]=1.[F:22][C:23]([F:33])([F:32])[C:24]1[CH:25]=[C:26]([NH2:31])[CH:27]=[C:28]([NH2:30])[CH:29]=1. No catalyst specified. The product is [ClH:1].[NH2:30][C:28]1[CH:27]=[C:26]([NH:31][C:2]2[N:11]=[C:10]([N:12]3[CH2:17][CH2:16][CH2:15][C@@H:14]([C:18]([NH:20][CH3:21])=[O:19])[CH2:13]3)[C:9]3[CH2:8][CH2:7][CH2:6][CH2:5][C:4]=3[N:3]=2)[CH:25]=[C:24]([C:23]([F:22])([F:32])[F:33])[CH:29]=1. The yield is 0.520.